This data is from Peptide-MHC class II binding affinity with 134,281 pairs from IEDB. The task is: Regression. Given a peptide amino acid sequence and an MHC pseudo amino acid sequence, predict their binding affinity value. This is MHC class II binding data. The peptide sequence is QASPDLLRGLLSTFI. The MHC is HLA-DPA10301-DPB10402 with pseudo-sequence HLA-DPA10301-DPB10402. The binding affinity (normalized) is 0.370.